From a dataset of Peptide-MHC class I binding affinity with 185,985 pairs from IEDB/IMGT. Regression. Given a peptide amino acid sequence and an MHC pseudo amino acid sequence, predict their binding affinity value. This is MHC class I binding data. (1) The peptide sequence is RKAKIIRDY. The MHC is HLA-A30:02 with pseudo-sequence HLA-A30:02. The binding affinity (normalized) is 0.142. (2) The peptide sequence is AAQFNASPV. The MHC is HLA-A02:03 with pseudo-sequence HLA-A02:03. The binding affinity (normalized) is 0.522.